Dataset: Catalyst prediction with 721,799 reactions and 888 catalyst types from USPTO. Task: Predict which catalyst facilitates the given reaction. (1) Reactant: [CH:1]1([CH2:4][O:5][C:6]2[CH:11]=[C:10](B3OC(C)(C)C(C)(C)O3)[CH:9]=[CH:8][N:7]=2)[CH2:3][CH2:2]1.C(=O)([O-])[O-].[K+].[K+].Br[C:28]1[C:29]2[O:38][C:37]([CH2:39][N:40]3[CH2:45][CH2:44][N:43]([S:46]([CH3:49])(=[O:48])=[O:47])[CH2:42][C@H:41]3[CH3:50])=[CH:36][C:30]=2[C:31](=[O:35])[N:32]([CH3:34])[CH:33]=1. Product: [CH:1]1([CH2:4][O:5][C:6]2[CH:11]=[C:10]([C:28]3[C:29]4[O:38][C:37]([CH2:39][N:40]5[CH2:45][CH2:44][N:43]([S:46]([CH3:49])(=[O:47])=[O:48])[CH2:42][C@H:41]5[CH3:50])=[CH:36][C:30]=4[C:31](=[O:35])[N:32]([CH3:34])[CH:33]=3)[CH:9]=[CH:8][N:7]=2)[CH2:2][CH2:3]1. The catalyst class is: 535. (2) Reactant: Cl.[C:2]1([C:8]([C:19]2[CH:24]=CC=CC=2)=[N:9][NH:10][C:11]2[CH:12]=[C:13]([CH:16]=[CH:17][CH:18]=2)[C:14]#[N:15])[CH:7]=CC=CC=1.O=C(CCC)C#[N:28]. Product: [NH2:28][C:24]1[N:10]([C:11]2[CH:12]=[C:13]([CH:16]=[CH:17][CH:18]=2)[C:14]#[N:15])[N:9]=[C:8]([CH2:2][CH3:7])[CH:19]=1. The catalyst class is: 8. (3) Reactant: [Na+].Cl[CH2:3][CH:4]([OH:10])[CH2:5][S:6]([O-:9])(=[O:8])=[O:7].[CH2:11]([NH2:13])[CH3:12].[Na]. Product: [CH2:11]([NH:13][CH2:3][CH:4]([OH:10])[CH2:5][S:6]([OH:9])(=[O:8])=[O:7])[CH3:12]. The catalyst class is: 6. (4) Reactant: [NH2:1][C@@H:2]1[CH2:6][CH2:5][N:4]([C:7]([O:9][C:10]([CH3:13])([CH3:12])[CH3:11])=[O:8])[CH2:3]1.O1CCCC1.C(N(C(C)C)C(C)C)C.F[C:29]1[CH:34]=[CH:33][C:32]([S:35]([NH2:38])(=[O:37])=[O:36])=[CH:31][C:30]=1[N+:39]([O-:41])=[O:40]. Product: [N+:39]([C:30]1[CH:31]=[C:32]([S:35](=[O:37])(=[O:36])[NH2:38])[CH:33]=[CH:34][C:29]=1[NH:1][C@@H:2]1[CH2:6][CH2:5][N:4]([C:7]([O:9][C:10]([CH3:13])([CH3:12])[CH3:11])=[O:8])[CH2:3]1)([O-:41])=[O:40]. The catalyst class is: 9.